Dataset: Full USPTO retrosynthesis dataset with 1.9M reactions from patents (1976-2016). Task: Predict the reactants needed to synthesize the given product. (1) Given the product [Cl:17][C:11]1[C:10]([CH3:18])=[C:9]([C:6]2[CH:7]=[CH:8][N:4]([CH2:3][C@@H:2]([NH:1][C:28]([C:26]3[N:27]=[C:23]([NH:22][CH3:21])[S:24][CH:25]=3)=[O:29])[CH3:19])[N:5]=2)[CH:16]=[CH:15][C:12]=1[C:13]#[N:14], predict the reactants needed to synthesize it. The reactants are: [NH2:1][C@@H:2]([CH3:19])[CH2:3][N:4]1[CH:8]=[CH:7][C:6]([C:9]2[CH:16]=[CH:15][C:12]([C:13]#[N:14])=[C:11]([Cl:17])[C:10]=2[CH3:18])=[N:5]1.Cl.[CH3:21][NH:22][C:23]1[S:24][CH:25]=[C:26]([C:28](O)=[O:29])[N:27]=1. (2) The reactants are: [Br:1][C:2]1[CH:3]=[C:4]([CH:8]=[CH:9][C:10]=1[Cl:11])[C:5]([OH:7])=O.C1C=CC2N(O)N=NC=2C=1.CCN=C=NCCCN(C)C.[Cl:33][C:34]1[CH:35]=[C:36]([C@H:40]([NH2:42])[CH3:41])[CH:37]=[CH:38][CH:39]=1. Given the product [Br:1][C:2]1[CH:3]=[C:4]([CH:8]=[CH:9][C:10]=1[Cl:11])[C:5]([NH:42][C@@H:40]([C:36]1[CH:37]=[CH:38][CH:39]=[C:34]([Cl:33])[CH:35]=1)[CH3:41])=[O:7], predict the reactants needed to synthesize it. (3) Given the product [CH3:16][O:15][C:14]1[C:13]([O:17][CH3:18])=[CH:12][CH:11]=[C:10]([C:19]2[CH:27]=[CH:26][CH:25]=[C:24]3[C:20]=2[CH2:21][CH2:22][C:23]3=[O:28])[C:9]=1[O:8][CH2:7][C:3]1([CH2:2][NH:1][C:38](=[O:42])[CH2:39][CH2:40][CH3:41])[CH2:4][O:5][CH2:6]1, predict the reactants needed to synthesize it. The reactants are: [NH2:1][CH2:2][C:3]1([CH2:7][O:8][C:9]2[C:14]([O:15][CH3:16])=[C:13]([O:17][CH3:18])[CH:12]=[CH:11][C:10]=2[C:19]2[CH:27]=[CH:26][CH:25]=[C:24]3[C:20]=2[CH2:21][CH2:22][C:23]3=[O:28])[CH2:6][O:5][CH2:4]1.C(N(C(C)C)CC)(C)C.[C:38](Cl)(=[O:42])[CH2:39][CH2:40][CH3:41].COC1C(OC)=CC=C(C2C=CC=C3C=2CCC3=O)C=1OCC1(CNC(=O)C(C)C)COC1.